Task: Predict the reactants needed to synthesize the given product.. Dataset: Full USPTO retrosynthesis dataset with 1.9M reactions from patents (1976-2016) (1) Given the product [C:1]([O:6][CH:7]([O:9][CH2:10][CH3:11])[CH3:8])(=[O:5])[C:2]([CH3:4])=[CH2:3], predict the reactants needed to synthesize it. The reactants are: [C:1]([OH:6])(=[O:5])[C:2]([CH3:4])=[CH2:3].[CH:7]([O:9][CH2:10][CH3:11])=[CH2:8].O.C1(C)C=CC(S(O)(=O)=O)=CC=1. (2) Given the product [F:1][C:2]([F:25])([F:24])[C:3]1[CH:4]=[C:5]([NH:9][C:10]([C:12]2[CH:13]=[C:14]3[C:19](=[CH:20][CH:21]=2)[C:18]([OH:28])=[N:17][N:16]=[C:15]3[Cl:23])=[O:11])[CH:6]=[CH:7][CH:8]=1, predict the reactants needed to synthesize it. The reactants are: [F:1][C:2]([F:25])([F:24])[C:3]1[CH:4]=[C:5]([NH:9][C:10]([C:12]2[CH:13]=[C:14]3[C:19](=[CH:20][CH:21]=2)[C:18](Cl)=[N:17][N:16]=[C:15]3[Cl:23])=[O:11])[CH:6]=[CH:7][CH:8]=1.[OH-].[Na+].[O:28]1CCOCC1.Cl. (3) Given the product [CH2:1]([C:3]1[CH2:4][C@H:5]2[C@@H:8]([CH:9]=1)[C:7](=[C:12]([C:13]([O:15][CH2:16][CH3:17])=[O:14])[C:11]([O:19][CH2:20][CH3:21])=[O:18])[CH2:6]2)[CH3:2], predict the reactants needed to synthesize it. The reactants are: [CH2:1]([C:3]1[CH2:4][C@H:5]2[C@@H:8]([CH:9]=1)[C:7](=O)[CH2:6]2)[CH3:2].[C:11]([O:19][CH2:20][CH3:21])(=[O:18])[CH2:12][C:13]([O:15][CH2:16][CH3:17])=[O:14].N1C=CC=CC=1. (4) Given the product [Cl:1][C:2]1[CH:7]=[CH:6][C:5]([C@@H:8]2[C@@:10]3([C:18]4[C:13](=[CH:14][CH:15]=[CH:16][CH:17]=4)[N:12]([C:19]4[CH:27]=[CH:26][CH:25]=[C:21]([C:22]([N:60]5[CH2:65][CH2:64][O:63][CH2:62][CH2:61]5)=[O:23])[CH:20]=4)[C:11]3=[O:28])[CH2:9]2)=[CH:4][CH:3]=1, predict the reactants needed to synthesize it. The reactants are: [Cl:1][C:2]1[CH:7]=[CH:6][C:5]([C@@H:8]2[C@@:10]3([C:18]4[C:13](=[CH:14][CH:15]=[CH:16][CH:17]=4)[N:12]([C:19]4[CH:20]=[C:21]([CH:25]=[CH:26][CH:27]=4)[C:22](O)=[O:23])[C:11]3=[O:28])[CH2:9]2)=[CH:4][CH:3]=1.[B-](F)(F)(F)F.CN(C(ON1N=NC2C1=CC=CC=2)=[N+](C)C)C.C(N(CC)C(C)C)(C)C.[NH:60]1[CH2:65][CH2:64][O:63][CH2:62][CH2:61]1. (5) Given the product [Br:1][C:2]1[CH:3]=[CH:4][CH:5]=[C:6]2[C:11]=1[N:10]=[C:9]([NH:12][C:13]1[CH:14]=[N:28][CH:16]=[CH:17][CH:18]=1)[CH:8]=[CH:7]2, predict the reactants needed to synthesize it. The reactants are: [Br:1][C:2]1[CH:3]=[CH:4][CH:5]=[C:6]2[C:11]=1[N:10]=[C:9]([NH:12][C:13]1[CH:18]=[CH:17][CH:16]=C[CH:14]=1)[CH:8]=[CH:7]2.BrC1C=CC=C2C=1[N:28]=C(Cl)C=C2.N1C=CC=C(N)C=1.[Li+].C[Si]([N-][Si](C)(C)C)(C)C.